This data is from Catalyst prediction with 721,799 reactions and 888 catalyst types from USPTO. The task is: Predict which catalyst facilitates the given reaction. (1) The catalyst class is: 2. Reactant: [Cl:1][C:2]1[CH:7]=[CH:6][C:5]([S:8]([N:11]2[CH2:16][CH2:15][CH2:14][C@@H:13]([NH:17][C:18]3[N:23]=[C:22]([C:24]4[N:31]5[C:27]([S:28][CH:29]=[CH:30]5)=[N:26][C:25]=4[C:32]4[CH:37]=[CH:36][CH:35]=[C:34]([O:38]C)[CH:33]=4)[CH:21]=[CH:20][N:19]=3)[CH2:12]2)(=[O:10])=[O:9])=[CH:4][CH:3]=1.B(Br)(Br)Br. Product: [Cl:1][C:2]1[CH:7]=[CH:6][C:5]([S:8]([N:11]2[CH2:16][CH2:15][CH2:14][C@@H:13]([NH:17][C:18]3[N:23]=[C:22]([C:24]4[N:31]5[C:27]([S:28][CH:29]=[CH:30]5)=[N:26][C:25]=4[C:32]4[CH:33]=[C:34]([OH:38])[CH:35]=[CH:36][CH:37]=4)[CH:21]=[CH:20][N:19]=3)[CH2:12]2)(=[O:10])=[O:9])=[CH:4][CH:3]=1. (2) Reactant: [Br:1][C:2]1[CH:3]=[C:4]([N:8]2[C:12](C(O)=O)=[C:11]([CH3:16])[N:10]=[N:9]2)[CH:5]=[CH:6][CH:7]=1.[C:17]1([C@H:23]([OH:25])[CH3:24])[CH:22]=[CH:21][CH:20]=[CH:19][CH:18]=1.C([N:28]([CH2:31]C)CC)C.C1(P(N=[N+]=[N-])(C2C=CC=CC=2)=[O:40])C=CC=CC=1. Product: [C:17]1([C@H:23]([O:25][C:31](=[O:40])[NH:28][C:12]2[N:8]([C:4]3[CH:5]=[CH:6][CH:7]=[C:2]([Br:1])[CH:3]=3)[N:9]=[N:10][C:11]=2[CH3:16])[CH3:24])[CH:22]=[CH:21][CH:20]=[CH:19][CH:18]=1. The catalyst class is: 11. (3) Reactant: C(N(C(C)C)CC)(C)C.CN(C(ON1N=NC2C=CC=CC1=2)=[N+](C)C)C.F[P-](F)(F)(F)(F)F.[CH2:34]([OH:42])[CH2:35][CH2:36][CH2:37][CH2:38][CH2:39][CH2:40][CH3:41].[CH3:43][N:44]([CH3:64])[CH:45]1[CH2:50][CH2:49][N:48]([C:51](=[O:63])[CH2:52][CH2:53][C:54]2[N:55]([CH2:59][C:60](O)=[O:61])[CH:56]=[CH:57][N:58]=2)[CH2:47][CH2:46]1. Product: [CH3:64][N:44]([CH3:43])[CH:45]1[CH2:50][CH2:49][N:48]([C:51](=[O:63])[CH2:52][CH2:53][C:54]2[N:55]([CH2:59][C:60]([O:42][CH2:34][CH2:35][CH2:36][CH2:37][CH2:38][CH2:39][CH2:40][CH3:41])=[O:61])[CH:56]=[CH:57][N:58]=2)[CH2:47][CH2:46]1. The catalyst class is: 22. (4) Reactant: C(OC(C)(C)C)(=O)[NH:2][NH2:3].[Cl:10][C:11]1[CH:23]=[CH:22][C:14]([O:15][C:16]([CH3:21])([CH3:20])[C:17](O)=[O:18])=[C:13]([F:24])[CH:12]=1. Product: [Cl:10][C:11]1[CH:23]=[CH:22][C:14]([O:15][C:16]([CH3:21])([CH3:20])[C:17]([NH:2][NH2:3])=[O:18])=[C:13]([F:24])[CH:12]=1. The catalyst class is: 594. (5) Reactant: C(O[C:6]([N:8]([C:23]([C:25]1[C:34](=[O:35])[C:33]2[C:28](=[CH:29][C:30]([Cl:36])=[CH:31][CH:32]=2)[NH:27][C:26]=1[C:37]([N:39]1CCCC1)=[O:38])=[O:24])NCC1C=CC(OC(=O)N(C)C)=CC=1)=O)(C)(C)C.CS(O)(=O)=O.C([O:51][CH2:52][CH3:53])C.O. Product: [Cl:36][C:30]1[CH:31]=[CH:32][C:33]2[C:34](=[O:35])[C:25]3[C:23](=[O:24])[N:8]([CH2:6][C:25]4[CH:34]=[CH:33][C:53]([C:52](=[O:51])[N:8]([CH3:23])[CH3:6])=[CH:37][CH:26]=4)[N:39]=[C:37]([OH:38])[C:26]=3[NH:27][C:28]=2[CH:29]=1. The catalyst class is: 1. (6) Reactant: [CH3:1][C:2]1[CH:7]=[C:6](C)[N:5]=[C:4](/C=C/C2C3C(=CC(NC4N=CC=CC=4C(NCC#CCO)=O)=CC=3)NN=2)[CH:3]=1.[N+:35]([C:38]1[CH:46]=[C:45]2[C:41]([C:42]([CH:53]=[CH2:54])=[N:43][N:44]2[CH:47]2[CH2:52][CH2:51][CH2:50][CH2:49][O:48]2)=[CH:40][CH:39]=1)([O-:37])=[O:36].CC1C=CC=CC=1P(C1C=CC=CC=1C)C1C=CC=CC=1C.CCN(C(C)C)C(C)C. Product: [CH3:1][C:2]1[CH:7]=[CH:6][N:5]=[C:4]([CH:54]=[CH:53][C:42]2[C:41]3[C:45](=[CH:46][C:38]([N+:35]([O-:37])=[O:36])=[CH:39][CH:40]=3)[N:44]([CH:47]3[CH2:52][CH2:51][CH2:50][CH2:49][O:48]3)[N:43]=2)[CH:3]=1. The catalyst class is: 416. (7) Reactant: [F:1][C:2]1[CH:9]=[CH:8][C:5]([C:6]#[N:7])=[CH:4][C:3]=1[CH3:10].[Br:11]N1C(=O)CCC1=O.C(OOC(=O)C1C=CC=CC=1)(=O)C1C=CC=CC=1. Product: [Br:11][CH2:10][C:3]1[CH:4]=[C:5]([CH:8]=[CH:9][C:2]=1[F:1])[C:6]#[N:7]. The catalyst class is: 53. (8) Reactant: [CH2:1]([C:4]1[CH:9]=[C:8]([CH3:10])[CH:7]=[C:6]([N+:11]([O-:13])=[O:12])[C:5]=1[OH:14])[CH:2]=[CH2:3].C1C=C(Cl)C=C(C(OO)=[O:23])C=1.OS([O-])=O.[Na+]. Product: [CH3:10][C:8]1[CH:7]=[C:6]([N+:11]([O-:13])=[O:12])[C:5]2[O:14][CH:2]([CH2:3][OH:23])[CH2:1][C:4]=2[CH:9]=1. The catalyst class is: 22. (9) Reactant: [CH3:1][O:2][C:3]1[CH:8]=[CH:7][CH:6]=[CH:5][C:4]=1[C:9]1[NH:10][C:11]2[C:16]([CH:17]=1)=[CH:15][C:14](B1OC(C)(C)C(C)(C)O1)=[CH:13][CH:12]=2.FC(F)(F)S(O[C:33]1[CH2:34][CH:35]2[N:40]([C:41]([O:43][C:44]([CH3:47])([CH3:46])[CH3:45])=[O:42])[CH:38]([CH:39]=1)[CH2:37][CH2:36]2)(=O)=O.C(=O)([O-])[O-].[Cs+].[Cs+]. Product: [CH3:1][O:2][C:3]1[CH:8]=[CH:7][CH:6]=[CH:5][C:4]=1[C:9]1[NH:10][C:11]2[C:16]([CH:17]=1)=[CH:15][C:14]([C:33]1[CH2:34][CH:35]3[N:40]([C:41]([O:43][C:44]([CH3:47])([CH3:46])[CH3:45])=[O:42])[CH:38]([CH:39]=1)[CH2:37][CH2:36]3)=[CH:13][CH:12]=2. The catalyst class is: 151.